From a dataset of Reaction yield outcomes from USPTO patents with 853,638 reactions. Predict the reaction yield, written as a fraction of the theoretical maximum amount of product (1.0 means a 100% yield; for example, 0.34 means a 34% yield). (1) The reactants are [C:1]([O:5][C:6]([NH:8][C:9]([NH:11][C:12]([O:14][C:15]([CH3:18])([CH3:17])[CH3:16])=[O:13])=[NH:10])=[O:7])([CH3:4])([CH3:3])[CH3:2].[F:19][C:20]([F:33])([F:32])[S:21](O[S:21]([C:20]([F:33])([F:32])[F:19])(=[O:23])=[O:22])(=[O:23])=[O:22].OS([O-])(=O)=O.[Na+]. The yield is 0.510. The product is [C:15]([O:14][C:12]([NH:11][C:9]([NH:8][C:6]([O:5][C:1]([CH3:4])([CH3:3])[CH3:2])=[O:7])=[N:10][S:21]([C:20]([F:33])([F:32])[F:19])(=[O:23])=[O:22])=[O:13])([CH3:18])([CH3:17])[CH3:16]. The catalyst is ClCCl. (2) The reactants are [CH3:1][O:2][C:3]1[CH:4]=[C:5]([N:9]2[C@H:16]3[C@H:11]([CH2:12][CH2:13][N:14](C(OC(C)(C)C)=O)[CH2:15]3)[CH2:10]2)[CH:6]=[N:7][CH:8]=1.FC(F)(F)C(O)=O. No catalyst specified. The product is [CH3:1][O:2][C:3]1[CH:4]=[C:5]([N:9]2[C@H:16]3[C@H:11]([CH2:12][CH2:13][NH:14][CH2:15]3)[CH2:10]2)[CH:6]=[N:7][CH:8]=1. The yield is 0.910. (3) The reactants are [ClH:1].[NH2:2][CH2:3][CH2:4][OH:5].[N+:6]([C:9]1[C:22]2[C:13](=[N:14][C:15]3[C:20]([C:21]=2OC2C=CC=CC=2)=[CH:19][CH:18]=[CH:17][CH:16]=3)[CH:12]=[CH:11][CH:10]=1)([O-:8])=[O:7].Cl. The catalyst is C1(O)C=CC=CC=1.CCOCC. The product is [ClH:1].[N+:6]([C:9]1[C:22]2[C:13](=[N:14][C:15]3[C:20]([C:21]=2[NH:2][CH2:3][CH2:4][OH:5])=[CH:19][CH:18]=[CH:17][CH:16]=3)[CH:12]=[CH:11][CH:10]=1)([O-:8])=[O:7]. The yield is 0.910. (4) The reactants are [F:1][C:2]1[CH:3]=[C:4]([CH:8]=[CH:9][C:10]=1[F:11])[C:5]([OH:7])=O.O=S(Cl)Cl.Cl.[NH:17]1[CH2:20][CH2:19][CH2:18]1.C(N(CC)CC)C. The catalyst is C(Cl)Cl.CN(C=O)C. The product is [N:17]1([C:5]([C:4]2[CH:8]=[CH:9][C:10]([F:11])=[C:2]([F:1])[CH:3]=2)=[O:7])[CH2:20][CH2:19][CH2:18]1. The yield is 0.480. (5) The catalyst is C([O-])(=O)C.[Cu+2].C([O-])(=O)C.C(OCC)(=O)C.C(Cl)Cl. The yield is 0.330. The product is [CH3:1][C:2]1[N:3]([C:37]2[CH:38]=[N:39][C:34]([O:33][CH:30]3[CH2:31][CH2:32][O:27][CH2:28][CH2:29]3)=[CH:35][CH:36]=2)[C:4](=[O:26])[C:5]([CH2:11][C:12]2[CH:17]=[CH:16][C:15]([C:18]3[C:19]([C:24]#[N:25])=[CH:20][CH:21]=[CH:22][CH:23]=3)=[CH:14][CH:13]=2)=[C:6]([CH2:8][CH2:9][CH3:10])[N:7]=1. The reactants are [CH3:1][C:2]1[NH:3][C:4](=[O:26])[C:5]([CH2:11][C:12]2[CH:17]=[CH:16][C:15]([C:18]3[C:19]([C:24]#[N:25])=[CH:20][CH:21]=[CH:22][CH:23]=3)=[CH:14][CH:13]=2)=[C:6]([CH2:8][CH2:9][CH3:10])[N:7]=1.[O:27]1[CH2:32][CH2:31][CH:30]([O:33][C:34]2[N:39]=[CH:38][C:37](B(O)O)=[CH:36][CH:35]=2)[CH2:29][CH2:28]1.N1C=CC=CC=1.C(N(CC)CC)C.